This data is from Reaction yield outcomes from USPTO patents with 853,638 reactions. The task is: Predict the reaction yield, written as a fraction of the theoretical maximum amount of product (1.0 means a 100% yield; for example, 0.34 means a 34% yield). (1) The reactants are C([N:8]1[CH2:17][CH2:16][C:15]2[C:10](=[CH:11][C:12](Cl)=[CH:13][CH:14]=2)[C:9]1([C:20]1[CH:24]=[C:23]([CH:25]2[O:29][CH2:28][CH2:27][O:26]2)[S:22][CH:21]=1)[CH3:19])C1C=CC=CC=1.CO.C(O)(=O)C. The catalyst is [OH-].[Pd+2].[OH-]. The product is [O:29]1[CH2:28][CH2:27][O:26][CH:25]1[C:23]1[S:22][CH:21]=[C:20]([C:9]2([CH3:19])[C:10]3[C:15](=[CH:14][CH:13]=[CH:12][CH:11]=3)[CH2:16][CH2:17][NH:8]2)[CH:24]=1. The yield is 0.240. (2) The reactants are Cl[C:2]1[N:7]=[C:6]([NH:8][CH2:9][CH2:10][CH3:11])[N:5]=[C:4]([NH:12][CH2:13][CH2:14][CH3:15])[N:3]=1.Cl.[CH3:17][O:18][NH2:19].[OH-].[Na+]. The catalyst is O1CCOCC1.O. The product is [CH2:13]([NH:12][C:4]1[N:5]=[C:6]([NH:8][CH2:9][CH2:10][CH3:11])[N:7]=[C:2]([NH:19][O:18][CH3:17])[N:3]=1)[CH2:14][CH3:15]. The yield is 0.900. (3) The reactants are [CH:1]([N:14]1[CH2:17][CH:16]([OH:18])[CH2:15]1)([C:8]1[CH:13]=[CH:12][CH:11]=[CH:10][CH:9]=1)[C:2]1[CH:7]=[CH:6][CH:5]=[CH:4][CH:3]=1.O[N:20]1[C:24](=[O:25])[C:23]2=[CH:26][CH:27]=[CH:28][CH:29]=[C:22]2[C:21]1=[O:30].C1(P(C2C=CC=CC=2)C2C=CC=CC=2)C=CC=CC=1.CCOC(/N=N/C(OCC)=O)=O. The catalyst is C1COCC1. The product is [C:2]1([CH:1]([C:8]2[CH:13]=[CH:12][CH:11]=[CH:10][CH:9]=2)[N:14]2[CH2:17][CH:16]([O:18][N:20]3[C:24](=[O:25])[C:23]4[C:22](=[CH:29][CH:28]=[CH:27][CH:26]=4)[C:21]3=[O:30])[CH2:15]2)[CH:3]=[CH:4][CH:5]=[CH:6][CH:7]=1. The yield is 0.370. (4) The reactants are Cl[C:2]1[N:7]=[CH:6][N:5]=[C:4]([N:8]2[CH2:13][CH2:12][CH:11]([C:14]([NH:16][C:17]3[S:18][C:19]([N:27]4[CH2:32][CH2:31][O:30][CH2:29][CH2:28]4)=[C:20]([C:22]4[O:23][CH:24]=[CH:25][CH:26]=4)[N:21]=3)=[O:15])[CH2:10][CH2:9]2)[CH:3]=1.[H][H]. The catalyst is C(O)C.[C].[Pd]. The product is [O:23]1[CH:24]=[CH:25][CH:26]=[C:22]1[C:20]1[N:21]=[C:17]([NH:16][C:14]([CH:11]2[CH2:10][CH2:9][N:8]([C:4]3[CH:3]=[CH:2][N:7]=[CH:6][N:5]=3)[CH2:13][CH2:12]2)=[O:15])[S:18][C:19]=1[N:27]1[CH2:32][CH2:31][O:30][CH2:29][CH2:28]1. The yield is 0.770. (5) The reactants are Br[C:2]1[CH:8]=[C:7]([N+:9]([O-:11])=[O:10])[C:6]([F:12])=[CH:5][C:3]=1[NH2:4].[CH3:13][C:14]([CH3:18])([CH3:17])[C:15]#[CH:16].CCN(CC)CC. The catalyst is C1(C)C=CC=CC=1.O.[Cu]I.Cl[Pd](Cl)([P](C1C=CC=CC=1)(C1C=CC=CC=1)C1C=CC=CC=1)[P](C1C=CC=CC=1)(C1C=CC=CC=1)C1C=CC=CC=1. The product is [CH3:13][C:14]([CH3:18])([CH3:17])[C:15]#[C:16][C:2]1[CH:8]=[C:7]([N+:9]([O-:11])=[O:10])[C:6]([F:12])=[CH:5][C:3]=1[NH2:4]. The yield is 0.460. (6) The reactants are [C:1]1([C:17]2[CH:22]=[CH:21][CH:20]=[CH:19][CH:18]=2)[CH:6]=[CH:5][C:4]([CH:7]([NH:15][CH3:16])[CH2:8][N:9]2[CH2:14][CH2:13][O:12][CH2:11][CH2:10]2)=[CH:3][CH:2]=1.[CH3:23][C:24]1[CH:25]=[C:26]2[C:31](=[CH:32][C:33]=1[CH3:34])[N:30]([CH2:35][C:36]([OH:38])=O)[C:29](=[O:39])[CH:28]=[N:27]2.C(N(C(C)C)CC)(C)C. The catalyst is CN(C)C=O. The product is [C:1]1([C:17]2[CH:22]=[CH:21][CH:20]=[CH:19][CH:18]=2)[CH:2]=[CH:3][C:4]([CH:7]([N:15]([CH3:16])[C:36](=[O:38])[CH2:35][N:30]2[C:31]3[C:26](=[CH:25][C:24]([CH3:23])=[C:33]([CH3:34])[CH:32]=3)[N:27]=[CH:28][C:29]2=[O:39])[CH2:8][N:9]2[CH2:10][CH2:11][O:12][CH2:13][CH2:14]2)=[CH:5][CH:6]=1. The yield is 0.140. (7) The reactants are Cl[C:2]1[CH:7]=[CH:6][C:5]([N+:8]([O-:10])=[O:9])=[CH:4][C:3]=1[N:11]=[N:12][C:13]1[CH:18]=[C:17]([C:19]([CH3:26])([CH3:25])[CH2:20][C:21]([CH3:24])([CH3:23])[CH3:22])[CH:16]=[C:15]([C:27]([CH3:35])([C:29]2[CH:34]=[CH:33][CH:32]=[CH:31][CH:30]=2)[CH3:28])[C:14]=1[OH:36].C[N:38](C)C=O.[N-]=[N+]=[N-].[Na+]. The catalyst is O. The product is [CH3:35][C:27]([C:15]1[CH:16]=[C:17]([C:19]([CH3:25])([CH3:26])[CH2:20][C:21]([CH3:22])([CH3:23])[CH3:24])[CH:18]=[C:13]([N:12]2[N:38]=[C:2]3[CH:7]=[CH:6][C:5]([N+:8]([O-:10])=[O:9])=[CH:4][C:3]3=[N:11]2)[C:14]=1[OH:36])([C:29]1[CH:34]=[CH:33][CH:32]=[CH:31][CH:30]=1)[CH3:28]. The yield is 0.880.